Task: Predict the reactants needed to synthesize the given product.. Dataset: Full USPTO retrosynthesis dataset with 1.9M reactions from patents (1976-2016) (1) The reactants are: [CH3:1][CH:2]([CH2:12][C:13]([CH3:16])([CH3:15])[CH3:14])[CH2:3][C:4]([C:6]1[CH:11]=[CH:10][CH:9]=[CH:8][CH:7]=1)=O.[H][H]. Given the product [CH3:1][CH:2]([CH2:12][C:13]([CH3:14])([CH3:16])[CH3:15])[CH2:3][CH2:4][C:6]1[CH:11]=[CH:10][CH:9]=[CH:8][CH:7]=1, predict the reactants needed to synthesize it. (2) The reactants are: [CH3:1][O:2][C:3]1[CH:22]=[CH:21][C:6]([CH2:7][O:8][C@H:9]([C@H:11]([CH2:16][CH2:17][CH:18]([CH3:20])[CH3:19])[C:12](OC)=[O:13])[CH3:10])=[CH:5][CH:4]=1. Given the product [CH3:1][O:2][C:3]1[CH:4]=[CH:5][C:6]([CH2:7][O:8][C@H:9]([C@H:11]([CH2:16][CH2:17][CH:18]([CH3:19])[CH3:20])[CH:12]=[O:13])[CH3:10])=[CH:21][CH:22]=1, predict the reactants needed to synthesize it. (3) Given the product [S:16]([O:7][CH2:6][C:5]1[CH:8]=[C:9]([O:13][CH3:14])[C:10]([O:11][CH3:12])=[C:3]([O:2][CH3:1])[CH:4]=1)(=[O:18])(=[O:17])[CH3:15], predict the reactants needed to synthesize it. The reactants are: [CH3:1][O:2][C:3]1[CH:4]=[C:5]([CH:8]=[C:9]([O:13][CH3:14])[C:10]=1[O:11][CH3:12])[CH2:6][OH:7].[CH3:15][S:16](Cl)(=[O:18])=[O:17]. (4) The reactants are: [F:1][C:2]1[CH:7]=[CH:6][C:5]([C:8]2[O:9][C:10]3[CH:20]=[CH:19][C:18]([C:21]4[CH:22]=[C:23]([CH:27]=[CH:28][CH:29]=4)[C:24](O)=[O:25])=[CH:17][C:11]=3[C:12]=2[C:13](=[O:16])[NH:14][CH3:15])=[CH:4][CH:3]=1.CCN=C=NCCCN(C)C.Cl.[CH3:42][S:43]([NH2:46])(=[O:45])=[O:44]. Given the product [F:1][C:2]1[CH:7]=[CH:6][C:5]([C:8]2[O:9][C:10]3[CH:20]=[CH:19][C:18]([C:21]4[CH:29]=[CH:28][CH:27]=[C:23]([C:24](=[O:25])[NH:46][S:43]([CH3:42])(=[O:45])=[O:44])[CH:22]=4)=[CH:17][C:11]=3[C:12]=2[C:13]([NH:14][CH3:15])=[O:16])=[CH:4][CH:3]=1, predict the reactants needed to synthesize it. (5) Given the product [CH3:1][CH2:2][CH2:3][CH:4]1[O:24][C@:23]2([C:25]([CH2:27][OH:28])=[O:26])[C@@H:6]([CH2:7][C@@H:8]3[C@:22]2([CH3:29])[CH2:21][C@H:20]([OH:30])[C@H:19]2[C@H:9]3[CH2:10][CH2:11][C:12]3[C@:18]2([CH3:31])[CH:17]=[CH:16][C:14](=[O:15])[CH:13]=3)[O:5]1.[CH3:32][N:33]([CH2:35][CH2:36]/[CH:37]=[C:38]1/[C:39]2[CH:40]=[CH:41][CH:42]=[CH:43][C:44]=2[CH2:45][O:46][C:47]2[CH:52]=[CH:51][C:50]([CH2:53][C:54]([OH:56])=[O:55])=[CH:49][C:48]/1=2)[CH3:34], predict the reactants needed to synthesize it. The reactants are: [CH3:1][CH2:2][CH2:3][CH:4]1[O:24][C@:23]2([C:25]([CH2:27][OH:28])=[O:26])[C@@H:6]([CH2:7][C@@H:8]3[C@:22]2([CH3:29])[CH2:21][C@H:20]([OH:30])[C@H:19]2[C@H:9]3[CH2:10][CH2:11][C:12]3[C@:18]2([CH3:31])[CH:17]=[CH:16][C:14](=[O:15])[CH:13]=3)[O:5]1.[CH3:32][N:33]([CH2:35][CH2:36]/[CH:37]=[C:38]1/[C:39]2[CH:40]=[CH:41][CH:42]=[CH:43][C:44]=2[CH2:45][O:46][C:47]2[CH:52]=[CH:51][C:50]([CH2:53][C:54]([OH:56])=[O:55])=[CH:49][C:48]/1=2)[CH3:34].Cl.C[C@H]1O[C@@H]2O[C@H]3[C@H](O)[C@@H](O)[C@@H](O[C@H]4[C@H](O)[C@@H](O)[C@@H](O[C@H]5[C@H](O)[C@@H](O)[C@@H](O[C@H]6[C@H](O)[C@@H](O)[C@@H](O[C@H]7[C@H](O)[C@@H](O)[C@@H](O[C@H]8[C@H](O)[C@@H](O)[C@@H](O[C@H]1[C@H](O)[C@H]2O)O[C@@H]8COCCCCS([O-])(=O)=O)O[C@@H]7CO)O[C@@H]6CO)O[C@@H]5CO)O[C@@H]4CO)O[C@@H]3CO.[Na+]. (6) Given the product [C:1]([O:4][CH2:5][CH:6]([O:23][C:31](=[O:33])[CH3:32])[CH2:7][C:8]1[O:9][CH:10]=[C:11]([C:13]2[CH:18]=[CH:17][C:16]([C:19]([F:21])([F:20])[F:22])=[CH:15][CH:14]=2)[N:12]=1)(=[O:3])[CH3:2], predict the reactants needed to synthesize it. The reactants are: [C:1]([O:4][CH2:5][CH:6]([OH:23])[CH2:7][C:8]1[O:9][CH:10]=[C:11]([C:13]2[CH:18]=[CH:17][C:16]([C:19]([F:22])([F:21])[F:20])=[CH:15][CH:14]=2)[N:12]=1)(=[O:3])[CH3:2].CCN(CC)CC.[C:31](Cl)(=[O:33])[CH3:32].O.